From a dataset of Reaction yield outcomes from USPTO patents with 853,638 reactions. Predict the reaction yield, written as a fraction of the theoretical maximum amount of product (1.0 means a 100% yield; for example, 0.34 means a 34% yield). (1) The reactants are CS([O:5][CH:6]1[CH:11]([CH3:12])[CH2:10][C:9]([C:13]2[CH:18]=[CH:17][N:16]=[CH:15][C:14]=2[N+:19]([O-:21])=[O:20])=[CH:8][CH:7]1[NH:22][C:23]([O:25][C:26]([CH3:29])([CH3:28])[CH3:27])=[O:24])(=O)=O.C(N(CC)CC)C.C[C:38]([O:41]C(OC(OC(C)(C)C)=O)=O)(C)C. The catalyst is N1C=CC=CC=1. The product is [CH3:12][CH:11]1[CH:6]2[CH:7]([N:22]([C:23]([O:25][C:26]([CH3:29])([CH3:28])[CH3:27])=[O:24])[C:38](=[O:41])[O:5]2)[CH:8]=[C:9]([C:13]2[CH:18]=[CH:17][N:16]=[CH:15][C:14]=2[N+:19]([O-:21])=[O:20])[CH2:10]1. The yield is 0.660. (2) The reactants are [CH:1]1([C:6]([C:8]2[CH:9]=[C:10]([CH2:23][C:24]([OH:26])=O)[CH:11]=[CH:12][C:13]=2[NH:14][C:15]([NH:17][C:18]2[S:19][CH:20]=[CH:21][N:22]=2)=[O:16])=[O:7])[CH2:5][CH2:4][CH2:3][CH2:2]1.[NH:27]1[CH2:32][CH2:31][O:30][CH2:29][CH2:28]1. No catalyst specified. The product is [CH:1]1([C:6]([C:8]2[CH:9]=[C:10]([CH2:23][C:24]([N:27]3[CH2:32][CH2:31][O:30][CH2:29][CH2:28]3)=[O:26])[CH:11]=[CH:12][C:13]=2[NH:14][C:15]([NH:17][C:18]2[S:19][CH:20]=[CH:21][N:22]=2)=[O:16])=[O:7])[CH2:2][CH2:3][CH2:4][CH2:5]1. The yield is 0.680. (3) The reactants are [I:1][C:2]1[N:3]=[C:4]([C@@H:8]2[CH2:12][CH2:11][C@H:10]([CH3:13])[N:9]2[C:14]([O:16][C:17]([CH3:20])([CH3:19])[CH3:18])=[O:15])[NH:5][C:6]=1I.S([O-])([O-])(=O)=S.[Na+].[Na+]. The catalyst is C(O)C.O. The product is [I:1][C:2]1[NH:3][C:4]([C@@H:8]2[CH2:12][CH2:11][C@H:10]([CH3:13])[N:9]2[C:14]([O:16][C:17]([CH3:18])([CH3:20])[CH3:19])=[O:15])=[N:5][CH:6]=1. The yield is 0.730. (4) The reactants are [Cl:1][C:2]1[C:3]([CH2:10][N:11]2[C:19](=[O:20])[C:18]3[C:13](=[CH:14][CH:15]=[CH:16][CH:17]=3)[C:12]2=[O:21])=[N:4][CH:5]=[C:6]([CH:8]=[CH2:9])[CH:7]=1.Br[CH:23]([C:28]1[CH:29]=[C:30]([Cl:36])[C:31]([Cl:35])=[C:32]([Cl:34])[CH:33]=1)[C:24]([F:27])([F:26])[F:25].N1C=CC=CC=1C1C=CC=CN=1. The catalyst is ClC1C=CC=CC=1Cl.Cl[Cu]. The product is [Cl:1][C:2]1[C:3]([CH2:10][N:11]2[C:19](=[O:20])[C:18]3[C:13](=[CH:14][CH:15]=[CH:16][CH:17]=3)[C:12]2=[O:21])=[N:4][CH:5]=[C:6](/[CH:8]=[CH:9]/[CH:23]([C:28]2[CH:29]=[C:30]([Cl:36])[C:31]([Cl:35])=[C:32]([Cl:34])[CH:33]=2)[C:24]([F:26])([F:25])[F:27])[CH:7]=1. The yield is 0.500. (5) The reactants are Cl[C:2]1[CH:7]=[CH:6][C:5]([S:8]([CH:11]([C:21]2[CH:26]=[C:25]([F:27])[CH:24]=[CH:23][C:22]=2[F:28])[C:12]2[N:17]=[CH:16][C:15]([C:18](O)=O)=[CH:14][CH:13]=2)(=[O:10])=[O:9])=[CH:4][CH:3]=1.S(Cl)(Cl)=[O:30].[NH3:33].[ClH:34]. The catalyst is CN(C)C=O.ClCCl. The product is [Cl:34][C:2]1[CH:7]=[CH:6][C:5]([S:8]([CH:11]([C:21]2[CH:26]=[C:25]([F:27])[CH:24]=[CH:23][C:22]=2[F:28])[C:12]2[CH:13]=[CH:14][C:15]([C:16]([NH2:17])=[O:30])=[CH:18][N:33]=2)(=[O:10])=[O:9])=[CH:4][CH:3]=1. The yield is 0.460.